This data is from Catalyst prediction with 721,799 reactions and 888 catalyst types from USPTO. The task is: Predict which catalyst facilitates the given reaction. Reactant: [AlH4-].[Li+].[N+:3]([C:6]1[C:7]([NH:15][C@H:16]2[CH2:20][CH2:19][C@@H:18]([C:21](OCC)=[O:22])[CH2:17]2)=[C:8]2[S:14][CH:13]=[CH:12][C:9]2=[N:10][CH:11]=1)([O-:5])=[O:4]. Product: [N+:3]([C:6]1[C:7]([NH:15][C@H:16]2[CH2:20][CH2:19][C@@H:18]([CH2:21][OH:22])[CH2:17]2)=[C:8]2[S:14][CH:13]=[CH:12][C:9]2=[N:10][CH:11]=1)([O-:5])=[O:4]. The catalyst class is: 7.